From a dataset of Full USPTO retrosynthesis dataset with 1.9M reactions from patents (1976-2016). Predict the reactants needed to synthesize the given product. (1) Given the product [C:2]([C:12]1[CH:11]=[C:13]2[C:5](=[CH:24][CH:25]=1)[C:6](=[O:7])[O:8][C:14]2=[O:15])#[C:3][C:2]1[CH:3]=[C:4]2[C:5](=[CH:11][CH:12]=1)[C:6](=[O:7])[O:8][C:9]2=[O:10], predict the reactants needed to synthesize it. The reactants are: Br[C:2]1[CH:3]=[C:4]2[C:9](=[O:10])[O:8][C:6](=[O:7])[C:5]2=[CH:11][CH:12]=1.[CH3:13][C:14](N(C)C)=[O:15].C(N([CH2:24][CH3:25])CC)C. (2) The reactants are: [C:1]([CH2:4][O:5][C:6]1[CH:23]=[C:22]([C:24]#[N:25])[CH:21]=[CH:20][C:7]=1[CH2:8][NH:9][C:10](=[O:19])[C:11]1[CH:16]=[C:15]([OH:17])[CH:14]=[C:13]([Cl:18])[CH:12]=1)(=[O:3])[NH2:2].[F:26][C:27]1[CH:34]=[CH:33][C:30]([CH2:31]Br)=[CH:29][CH:28]=1.C(=O)([O-])[O-].[Cs+].[Cs+]. Given the product [C:1]([CH2:4][O:5][C:6]1[CH:23]=[C:22]([C:24]#[N:25])[CH:21]=[CH:20][C:7]=1[CH2:8][NH:9][C:10](=[O:19])[C:11]1[CH:16]=[C:15]([O:17][CH2:31][C:30]2[CH:33]=[CH:34][C:27]([F:26])=[CH:28][CH:29]=2)[CH:14]=[C:13]([Cl:18])[CH:12]=1)(=[O:3])[NH2:2], predict the reactants needed to synthesize it. (3) Given the product [O:28]([C:2]1[C:11]2[C:6](=[CH:7][CH:8]=[C:9]([C:12]([F:15])([F:14])[F:13])[CH:10]=2)[N:5]=[CH:4][N:3]=1)[C:22]1[CH:27]=[CH:26][CH:25]=[CH:24][CH:23]=1, predict the reactants needed to synthesize it. The reactants are: Cl[C:2]1[C:11]2[C:6](=[CH:7][CH:8]=[C:9]([C:12]([F:15])([F:14])[F:13])[CH:10]=2)[N:5]=[CH:4][N:3]=1.C([O-])([O-])=O.[Cs+].[Cs+].[C:22]1([OH:28])[CH:27]=[CH:26][CH:25]=[CH:24][CH:23]=1. (4) Given the product [NH2:24][C:23]1[CH:22]=[CH:21][N:20]=[CH:19][C:18]=1[NH:17][C:11]([C:6]1[CH:7]=[CH:8][CH:9]=[C:10]2[C:5]=1[N:4]1[CH:14]=[CH:15][CH:16]=[C:3]1[C:2]2=[O:1])=[O:13], predict the reactants needed to synthesize it. The reactants are: [O:1]=[C:2]1[C:10]2[C:5](=[C:6]([C:11]([OH:13])=O)[CH:7]=[CH:8][CH:9]=2)[N:4]2[CH:14]=[CH:15][CH:16]=[C:3]12.[NH2:17][C:18]1[CH:19]=[N:20][CH:21]=[CH:22][C:23]=1[NH2:24].Cl.CN(C)CCCN=C=NCC.ON1C2C=CC=CC=2N=N1. (5) Given the product [C:17]1([CH2:16][C:11]2[CH:12]=[C:13]3[C:8](=[C:9]([N:23]4[CH2:28][CH2:27][NH:26][CH2:25][CH2:24]4)[CH:10]=2)[N:7]=[C:6](/[CH:5]=[CH:4]/[C:3]([O:2][CH3:1])=[O:36])[CH:15]=[CH:14]3)[CH:22]=[CH:21][CH:20]=[CH:19][CH:18]=1, predict the reactants needed to synthesize it. The reactants are: [CH3:1][O:2][C:3](=[O:36])/[CH:4]=[CH:5]/[C:6]1[CH:15]=[CH:14][C:13]2[C:8](=[C:9]([N:23]3[CH2:28][CH2:27][N:26](C(OC(C)(C)C)=O)[CH2:25][CH2:24]3)[CH:10]=[C:11]([CH2:16][C:17]3[CH:22]=[CH:21][CH:20]=[CH:19][CH:18]=3)[CH:12]=2)[N:7]=1.FC(F)(F)C(O)=O.C1(C)C=CC=CC=1. (6) Given the product [NH3:4].[C:8]([O:12][C:13](=[O:36])[C@H:14]([CH2:31][CH2:32][C:33](=[O:35])[NH2:34])[NH:15][S:16]([C:19]1[CH:28]=[C:27]2[C:22]([C:23]([Cl:30])=[CH:24][N:25]=[C:26]2[NH:6][C:5]([NH2:7])=[NH:4])=[CH:21][CH:20]=1)(=[O:17])=[O:18])([CH3:11])([CH3:9])[CH3:10], predict the reactants needed to synthesize it. The reactants are: [H-].[Na+].Cl.[NH2:4][C:5]([NH2:7])=[NH:6].[C:8]([O:12][C:13](=[O:36])[C@H:14]([CH2:31][CH2:32][C:33](=[O:35])[NH2:34])[NH:15][S:16]([C:19]1[CH:28]=[C:27]2[C:22]([C:23]([Cl:30])=[CH:24][N:25]=[C:26]2Cl)=[CH:21][CH:20]=1)(=[O:18])=[O:17])([CH3:11])([CH3:10])[CH3:9].O.